Task: Predict the product of the given reaction.. Dataset: Forward reaction prediction with 1.9M reactions from USPTO patents (1976-2016) (1) Given the reactants Br[C:2]1[CH:3]=[C:4]2[C@@:15]3([CH2:19][S:18][C:17]([NH2:20])=[N:16]3)[C:14]3[CH:13]=[C:12](Cl)[N:11]=[C:10]([F:22])[C:9]=3[O:8][C:5]2=[CH:6][CH:7]=1.[F:23][C:24]1[C:29](B(O)O)=[CH:28][CH:27]=[CH:26][N:25]=1.[O:33]1[CH2:38][CH:37]=[C:36](B2OC(C)(C)C(C)(C)O2)[CH2:35][CH2:34]1, predict the reaction product. The product is: [O:33]1[CH2:34][CH:35]=[C:36]([C:12]2[N:11]=[C:10]([F:22])[C:9]3[O:8][C:5]4[C:4]([C@@:15]5([CH2:19][S:18][C:17]([NH2:20])=[N:16]5)[C:14]=3[CH:13]=2)=[CH:3][C:2]([C:29]2[C:24]([F:23])=[N:25][CH:26]=[CH:27][CH:28]=2)=[CH:7][CH:6]=4)[CH2:37][CH2:38]1. (2) Given the reactants [CH3:1][C@H:2]1[CH:8]=[CH:7][C:6]([S:9][C:10]2[CH:15]=[CH:14][CH:13]=[CH:12][CH:11]=2)=[CH:5][CH2:4][C@H:3]1[OH:16].[Li][CH2:18]CCC.CI, predict the reaction product. The product is: [CH3:18][C@H:4]1[CH:5]=[C:6]([S:9][C:10]2[CH:11]=[CH:12][CH:13]=[CH:14][CH:15]=2)[CH:7]=[CH:8][C@H:2]([CH3:1])[C@@H:3]1[OH:16]. (3) Given the reactants [CH2:1]([N:8]1[CH:12]=[C:11]([C:13]2[CH:18]=[CH:17][N:16]=[C:15]([C:19]3[CH:25]=[C:24]([N:26]4[CH2:31][CH2:30][CH2:29][CH2:28][CH2:27]4)[CH:23]=[CH:22][C:20]=3[NH2:21])[CH:14]=2)[N:10]=[N:9]1)[C:2]1[CH:7]=[CH:6][CH:5]=[CH:4][CH:3]=1.[CH3:32][N:33]([CH2:45][CH2:46][N:47]1[CH2:52][CH2:51][O:50][CH2:49][CH2:48]1)[C:34]([C:36]1[CH:37]=[C:38]([CH:42]=[CH:43][CH:44]=1)[C:39](O)=[O:40])=[O:35].CN(C(ON1N=NC2C=CC=NC1=2)=[N+](C)C)C.F[P-](F)(F)(F)(F)F.C(N(C(C)C)CC)(C)C, predict the reaction product. The product is: [CH2:1]([N:8]1[CH:12]=[C:11]([C:13]2[CH:18]=[CH:17][N:16]=[C:15]([C:19]3[CH:25]=[C:24]([N:26]4[CH2:31][CH2:30][CH2:29][CH2:28][CH2:27]4)[CH:23]=[CH:22][C:20]=3[NH:21][C:39](=[O:40])[C:38]3[CH:42]=[CH:43][CH:44]=[C:36]([C:34]([N:33]([CH3:32])[CH2:45][CH2:46][N:47]4[CH2:48][CH2:49][O:50][CH2:51][CH2:52]4)=[O:35])[CH:37]=3)[CH:14]=2)[N:10]=[N:9]1)[C:2]1[CH:3]=[CH:4][CH:5]=[CH:6][CH:7]=1. (4) Given the reactants [Br:1][C:2]1[C:10]2[C:9]([NH:11][C:12]3[CH:13]=[C:14]4[CH:20]=[N:19][NH:18][C:15]4=[CH:16][N:17]=3)=[N:8][CH:7]=[N:6][C:5]=2[NH:4][C:3]=1[C:21](O)=[O:22].[CH3:24][N:25]([CH3:30])[CH2:26][CH2:27][CH2:28][NH2:29].C(N(C(C)C)C(C)C)C.F[P-](F)(F)(F)(F)F.N1(O[P+](N2CCCC2)(N2CCCC2)N2CCCC2)C2C=CC=CC=2N=N1, predict the reaction product. The product is: [Br:1][C:2]1[C:10]2[C:9]([NH:11][C:12]3[CH:13]=[C:14]4[CH:20]=[N:19][NH:18][C:15]4=[CH:16][N:17]=3)=[N:8][CH:7]=[N:6][C:5]=2[NH:4][C:3]=1[C:21]([NH:29][CH2:28][CH2:27][CH2:26][N:25]([CH3:30])[CH3:24])=[O:22]. (5) Given the reactants Br[C:2]1[C:3]([C:14]([OH:16])=[O:15])=[N:4][C:5]([C:8]2[CH:13]=[CH:12][CH:11]=[CH:10][CH:9]=2)=[N:6][CH:7]=1.[OH-].[NH4+:18], predict the reaction product. The product is: [NH2:18][C:2]1[C:3]([C:14]([OH:16])=[O:15])=[N:4][C:5]([C:8]2[CH:13]=[CH:12][CH:11]=[CH:10][CH:9]=2)=[N:6][CH:7]=1. (6) The product is: [Cl:39][C:29]1[CH:28]=[C:27]([NH:26][C:6]2[N:5]=[CH:4][C:3]3[C:8](=[C:9]([O:12][CH:13]4[CH2:14][CH2:15][N:16]([C:19]([O:21][C:22]([CH3:25])([CH3:24])[CH3:23])=[O:20])[CH2:17][CH2:18]4)[CH:10]=[CH:11][C:2]=3[CH3:40])[N:7]=2)[CH:32]=[CH:31][C:30]=1[N:33]1[CH2:38][CH2:37][O:36][CH2:35][CH2:34]1. Given the reactants Br[C:2]1[CH:11]=[CH:10][C:9]([O:12][CH:13]2[CH2:18][CH2:17][N:16]([C:19]([O:21][C:22]([CH3:25])([CH3:24])[CH3:23])=[O:20])[CH2:15][CH2:14]2)=[C:8]2[C:3]=1[CH:4]=[N:5][C:6]([NH:26][C:27]1[CH:32]=[CH:31][C:30]([N:33]3[CH2:38][CH2:37][O:36][CH2:35][CH2:34]3)=[C:29]([Cl:39])[CH:28]=1)=[N:7]2.[C:40](=O)([O-])[O-].[Na+].[Na+].CB1OB(C)OB(C)O1.C(Cl)Cl, predict the reaction product. (7) Given the reactants [CH2:1]([O:3][C:4](=[O:13])[C:5]1[CH:10]=[C:9]([Br:11])[CH:8]=[CH:7][C:6]=1Cl)[CH3:2].[N+:14]([O-:17])([O-])=[O:15].[K+].[C:19]([N:26]1[CH2:31][CH2:30][NH:29][CH2:28][CH2:27]1)([O:21][C:22]([CH3:25])([CH3:24])[CH3:23])=[O:20].C(=O)([O-])[O-].[Cs+].[Cs+], predict the reaction product. The product is: [C:22]([O:21][C:19]([N:26]1[CH2:31][CH2:30][N:29]([C:6]2[C:7]([N+:14]([O-:17])=[O:15])=[CH:8][C:9]([Br:11])=[CH:10][C:5]=2[C:4]([O:3][CH2:1][CH3:2])=[O:13])[CH2:28][CH2:27]1)=[O:20])([CH3:25])([CH3:23])[CH3:24]. (8) Given the reactants CC1(C)C2C(OC3N=CC(NC(=O)[C@@H](C)N)=CC=3)=CC=CC=2[O:4][CH2:3]1.[NH2:25][C@H:26]([CH2:48][CH3:49])[C:27]([NH:29][C:30]1[CH:31]=[N:32][C:33]([O:36][C:37]2[C:42]3[C:43]([CH3:47])([CH3:46])[CH2:44][O:45][C:41]=3[CH:40]=[CH:39][CH:38]=2)=[CH:34][CH:35]=1)=[O:28], predict the reaction product. The product is: [CH3:47][C:43]1([CH3:46])[C:42]2[C:37]([O:36][C:33]3[N:32]=[CH:31][C:30]([N:29]4[C:27](=[O:28])[C@@H:26]([CH2:48][CH3:49])[NH:25][C:3]4=[O:4])=[CH:35][CH:34]=3)=[CH:38][CH:39]=[CH:40][C:41]=2[O:45][CH2:44]1. (9) Given the reactants C[O:2][C:3]([C@H:5]1[O:7][CH2:6]1)=O.[CH2:8]([NH2:15])[C:9]1[CH:14]=[CH:13][CH:12]=[CH:11][CH:10]=1, predict the reaction product. The product is: [CH2:8]([NH:15][C:3](=[O:2])[C@@H:5]([OH:7])[CH2:6][NH:15][CH2:8][C:9]1[CH:14]=[CH:13][CH:12]=[CH:11][CH:10]=1)[C:9]1[CH:14]=[CH:13][CH:12]=[CH:11][CH:10]=1.